Dataset: Catalyst prediction with 721,799 reactions and 888 catalyst types from USPTO. Task: Predict which catalyst facilitates the given reaction. (1) Reactant: C(OC(=O)[NH:7][CH:8]1[CH2:13][CH2:12][N:11]([C:14]2[C:23]3[C:18](=[CH:19][C:20]([O:26][CH3:27])=[C:21]([O:24][CH3:25])[CH:22]=3)[N:17]=[CH:16][N:15]=2)[CH2:10][CH2:9]1)(C)(C)C.[C:29]([OH:35])([C:31]([F:34])([F:33])[F:32])=[O:30]. Product: [F:32][C:31]([F:34])([F:33])[C:29]([OH:35])=[O:30].[CH3:25][O:24][C:21]1[CH:22]=[C:23]2[C:18](=[CH:19][C:20]=1[O:26][CH3:27])[N:17]=[CH:16][N:15]=[C:14]2[N:11]1[CH2:10][CH2:9][CH:8]([NH2:7])[CH2:13][CH2:12]1. The catalyst class is: 2. (2) Reactant: [CH:1]([C:4]1[CH:17]=[C:16]2[C:7]([C@:8]3([CH3:21])[C@@H:13]([CH2:14][CH2:15]2)[C@@:12]([CH2:19][NH2:20])([CH3:18])[CH2:11][CH2:10][CH2:9]3)=[CH:6][CH:5]=1)([CH3:3])[CH3:2].C(OC(C)C)(C)C.[Br:29][C:30]1[CH:31]=[C:32]([C@@H:35]2[CH2:37][C@H:36]2[C:38]([OH:40])=[O:39])[S:33][CH:34]=1. Product: [Br:29][C:30]1[CH:31]=[C:32]([C@@H:35]2[CH2:37][C@H:36]2[C:38]([OH:40])=[O:39])[S:33][CH:34]=1.[CH:1]([C:4]1[CH:17]=[C:16]2[C:7]([C@:8]3([CH3:21])[C@@H:13]([CH2:14][CH2:15]2)[C@@:12]([CH2:19][NH2:20])([CH3:18])[CH2:11][CH2:10][CH2:9]3)=[CH:6][CH:5]=1)([CH3:3])[CH3:2]. The catalyst class is: 5. (3) Reactant: [NH2:1][C:2]1[CH:11]=[CH:10][C:9]([C:12]2[CH:17]=[CH:16][CH:15]=[CH:14][CH:13]=2)=[CH:8][C:3]=1[C:4]([O:6][CH3:7])=[O:5].N1C=CC=CC=1.[C:24](Cl)(Cl)=[O:25].[C:28]1([C:34]2[CH:35]=[CH:36][C:37]3[O:41][C:40]([CH2:42][OH:43])=[CH:39][C:38]=3[CH:44]=2)[CH:33]=[CH:32][CH:31]=[CH:30][CH:29]=1. Product: [CH3:7][O:6][C:4]([C:3]1[CH:8]=[C:9]([C:12]2[CH:17]=[CH:16][CH:15]=[CH:14][CH:13]=2)[CH:10]=[CH:11][C:2]=1[NH:1][C:24]([O:43][CH2:42][C:40]1[O:41][C:37]2[CH:36]=[CH:35][C:34]([C:28]3[CH:29]=[CH:30][CH:31]=[CH:32][CH:33]=3)=[CH:44][C:38]=2[CH:39]=1)=[O:25])=[O:5]. The catalyst class is: 11. (4) Reactant: F[C:2]1[CH:3]=[CH:4][C:5]([CH:10]=[O:11])=[C:6]([CH:9]=1)C#N.C(=O)([O-])[O-].[K+].[K+].[CH3:18][S-:19].[Na+].C[N:22]([CH:24]=O)C. Product: [CH:10]([C:5]1[CH:4]=[CH:3][C:2]([S:19][CH3:18])=[C:9]([CH:6]=1)[C:24]#[N:22])=[O:11]. The catalyst class is: 13. (5) Reactant: C[O:2][C:3]([C:5]1[CH:9]=[C:8]([CH3:10])[O:7][N:6]=1)=O.O.[NH2:12][NH2:13]. Product: [CH3:10][C:8]1[O:7][N:6]=[C:5]([C:3]([NH:12][NH2:13])=[O:2])[CH:9]=1. The catalyst class is: 51. (6) Reactant: [CH2:1]([O:3][C:4](=[O:17])[CH2:5][N:6]1[C:10]([CH3:11])=[CH:9][CH:8]=[C:7]1[C:12]([O:14][CH2:15][CH3:16])=[O:13])[CH3:2].[H-].[Na+].[CH:20](OCC)=[O:21]. Product: [CH2:1]([O:3][C:4](/[C:5](/[N:6]1[C:10]([CH3:11])=[CH:9][CH:8]=[C:7]1[C:12]([O:14][CH2:15][CH3:16])=[O:13])=[CH:20]\[OH:21])=[O:17])[CH3:2]. The catalyst class is: 217. (7) Reactant: [Si]([O:8][C@H:9]([CH3:42])[C@@H:10]([NH:31][C:32]1[CH:39]=[CH:38][C:35]([C:36]#[N:37])=[C:34]([Cl:40])[C:33]=1[CH3:41])[C:11]1[O:12][C:13]([C:16]2[CH:21]=[CH:20][C:19]([F:22])=[C:18]([O:23][Si](C(C)(C)C)(C)C)[CH:17]=2)=[N:14][N:15]=1)(C(C)(C)C)(C)C.CCCC[N+](CCCC)(CCCC)CCCC.[F-]. Product: [Cl:40][C:34]1[C:33]([CH3:41])=[C:32]([NH:31][C@@H:10]([C:11]2[O:12][C:13]([C:16]3[CH:21]=[CH:20][C:19]([F:22])=[C:18]([OH:23])[CH:17]=3)=[N:14][N:15]=2)[C@H:9]([OH:8])[CH3:42])[CH:39]=[CH:38][C:35]=1[C:36]#[N:37]. The catalyst class is: 1. (8) Reactant: [ClH:1].[NH:2]1[CH2:7][CH2:6][CH:5]([O:8][C:9]2[CH:10]=[CH:11][C:12]3[O:17][CH2:16][C:15](=[O:18])[NH:14][C:13]=3[CH:19]=2)[CH2:4][CH2:3]1.C(N(CC)C(C)C)(C)C.BrC1C=CC(S(O[CH2:40][C@@H:41]2[O:55][C:45]3=[C:46]4[C:51](=[CH:52][CH:53]=[C:44]3[O:43][CH2:42]2)[N:50]=[C:49]([CH3:54])[CH:48]=[CH:47]4)(=O)=O)=CC=1.C(=O)(O)[O-].[Na+]. Product: [ClH:1].[ClH:1].[CH3:54][C:49]1[CH:48]=[CH:47][C:46]2[C:51](=[CH:52][CH:53]=[C:44]3[O:43][CH2:42][C@H:41]([CH2:40][N:2]4[CH2:3][CH2:4][CH:5]([O:8][C:9]5[CH:10]=[CH:11][C:12]6[O:17][CH2:16][C:15](=[O:18])[NH:14][C:13]=6[CH:19]=5)[CH2:6][CH2:7]4)[O:55][C:45]3=2)[N:50]=1. The catalyst class is: 16. (9) Reactant: [CH3:1][Si:2](Cl)([CH3:4])[CH3:3].[OH:6][C@@H:7]1[C@@H:12]([OH:13])[C@H:11]([OH:14])[C@@H:10]([CH2:15][OH:16])[O:9][C:8]1=[O:17].CN1CCOCC1.C1(C)C=CC=CC=1. Product: [CH3:1][Si:2]([CH3:4])([CH3:3])[O:6][C@@H:7]1[C@@H:12]([O:13][Si:2]([CH3:4])([CH3:3])[CH3:1])[C@H:11]([O:14][Si:2]([CH3:4])([CH3:3])[CH3:1])[C@@H:10]([CH2:15][O:16][Si:2]([CH3:4])([CH3:3])[CH3:1])[O:9][C:8]1=[O:17]. The catalyst class is: 20.